This data is from Full USPTO retrosynthesis dataset with 1.9M reactions from patents (1976-2016). The task is: Predict the reactants needed to synthesize the given product. (1) Given the product [Br:29][C:30]1[CH:31]=[C:32]2[C:36](=[CH:37][CH:38]=1)[NH:35][C:34]([C:48]([NH2:7])=[O:50])=[C:33]2[S:53]([NH:67][CH2:66][CH:61]1[CH2:62][CH2:63][CH2:64][CH2:65][O:60]1)(=[O:54])=[O:55], predict the reactants needed to synthesize it. The reactants are: ClC1C=C2C(=CC=1)[N:7](S(C1C=CC=CC=1)(=O)=O)C(C(OCC)=O)=C2S(Cl)(=O)=O.[Br:29][C:30]1[CH:31]=[C:32]2[C:36](=[CH:37][CH:38]=1)[N:35](S(C1C=CC=CC=1)(=O)=O)[C:34]([C:48]([O:50]CC)=O)=[C:33]2[S:53](Cl)(=[O:55])=[O:54].Cl.CN.[O:60]1[CH2:65][CH2:64][CH2:63][CH2:62][CH:61]1[CH2:66][NH2:67]. (2) Given the product [Cl:12][C:8]1[C:9]([CH3:11])=[C:10]2[C:2]3[NH:16][N:17]=[C:14]([NH2:15])[C:3]=3[S:4][C:5]2=[N:6][C:7]=1[CH3:13], predict the reactants needed to synthesize it. The reactants are: Br[C:2]1[C:10]2[C:5](=[N:6][C:7]([CH3:13])=[C:8]([Cl:12])[C:9]=2[CH3:11])[S:4][C:3]=1[C:14]#[N:15].[NH2:16][NH2:17]. (3) The reactants are: [CH3:1][S:2][C:3]1[N:8]=[CH:7][N:6]2[N:9]=[C:10]([C:12]3[CH:17]=[CH:16][CH:15]=[CH:14][CH:13]=3)[CH:11]=[C:5]2[N:4]=1.CCN(C1C=CC=CC=1)CC.P(Cl)(Cl)([Cl:31])=O. Given the product [Cl:31][C:7]1[N:6]2[N:9]=[C:10]([C:12]3[CH:13]=[CH:14][CH:15]=[CH:16][CH:17]=3)[CH:11]=[C:5]2[N:4]=[C:3]([S:2][CH3:1])[N:8]=1, predict the reactants needed to synthesize it. (4) Given the product [CH3:7][C:6]([OH:8])([CH3:9])[CH2:5][O:4][CH2:1][CH:2]1[CH2:3][O:18]1, predict the reactants needed to synthesize it. The reactants are: [CH2:1]([O:4][CH2:5][C:6]([CH3:9])([OH:8])[CH3:7])[CH:2]=[CH2:3].C1C=C(Cl)C=C(C(OO)=[O:18])C=1.C([O-])(O)=O.[Na+].[O-]S([O-])(=S)=O.[Na+].[Na+]. (5) Given the product [Cl:1][C:2]1[CH:3]=[C:4]([CH:9]=[CH:10][CH:11]=1)[C:5]([NH:7][NH:8][C:16]([NH:15][CH:12]1[CH2:14][CH2:13]1)=[O:17])=[O:6], predict the reactants needed to synthesize it. The reactants are: [Cl:1][C:2]1[CH:3]=[C:4]([CH:9]=[CH:10][CH:11]=1)[C:5]([NH:7][NH2:8])=[O:6].[CH:12]1([N:15]=[C:16]=[O:17])[CH2:14][CH2:13]1. (6) Given the product [CH2:3]([O:10][C:11]1[CH:19]=[CH:18][CH:17]=[C:16]2[C:12]=1[CH:13]=[C:14]([C:20]([O:22][CH2:23][CH3:24])=[O:21])[N:15]2[CH3:25])[C:4]1[CH:5]=[CH:6][CH:7]=[CH:8][CH:9]=1, predict the reactants needed to synthesize it. The reactants are: [H-].[Na+].[CH2:3]([O:10][C:11]1[CH:19]=[CH:18][CH:17]=[C:16]2[C:12]=1[CH:13]=[C:14]([C:20]([O:22][CH2:23][CH3:24])=[O:21])[NH:15]2)[C:4]1[CH:9]=[CH:8][CH:7]=[CH:6][CH:5]=1.[CH3:25]I. (7) Given the product [Cl:1][C:2]1[CH:7]=[CH:6][C:5]([NH:8][C:9](=[O:30])[C:10]2[CH:15]=[CH:14][C:13]([CH2:16][S:17]([CH3:20])(=[O:19])=[O:18])=[C:12]([O:21][CH2:22][CH2:23][N:24]3[CH2:29][CH2:28][N:27]([S:47]([CH3:46])(=[O:49])=[O:48])[CH2:26][CH2:25]3)[CH:11]=2)=[CH:4][C:3]=1[C:31]1[CH:36]=[CH:35][CH:34]=[CH:33][N:32]=1, predict the reactants needed to synthesize it. The reactants are: [Cl:1][C:2]1[CH:7]=[CH:6][C:5]([NH:8][C:9](=[O:30])[C:10]2[CH:15]=[CH:14][C:13]([CH2:16][S:17]([CH3:20])(=[O:19])=[O:18])=[C:12]([O:21][CH2:22][CH2:23][N:24]3[CH2:29][CH2:28][NH:27][CH2:26][CH2:25]3)[CH:11]=2)=[CH:4][C:3]=1[C:31]1[CH:36]=[CH:35][CH:34]=[CH:33][N:32]=1.C(N(C(C)C)C(C)C)C.[CH3:46][S:47](Cl)(=[O:49])=[O:48]. (8) Given the product [C:1]([O:4][C@@H:5]1[C@@H:10]([O:11][C:12](=[O:14])[CH3:13])[C@H:9]([O:15][C:16](=[O:18])[CH3:17])[C@@H:8]([O:53]/[C:47](/[C:48]([O:50][CH2:51][CH3:52])=[O:49])=[CH:46]\[C:42]2[CH:43]=[CH:44][CH:45]=[C:40]([F:39])[CH:41]=2)[O:7][C@H:6]1[CH2:34][O:35][C:36](=[O:38])[CH3:37])(=[O:3])[CH3:2], predict the reactants needed to synthesize it. The reactants are: [C:1]([O:4][C@@H:5]1[C@@H:10]([O:11][C:12](=[O:14])[CH3:13])[C@H:9]([O:15][C:16](=[O:18])[CH3:17])[C@@H:8](O/C(/C(OCC)=O)=C\C2C=CC=CC=2F)[O:7][C@H:6]1[CH2:34][O:35][C:36](=[O:38])[CH3:37])(=[O:3])[CH3:2].[F:39][C:40]1[CH:41]=[C:42]([CH2:46][C:47](=[O:53])[C:48]([O:50][CH2:51][CH3:52])=[O:49])[CH:43]=[CH:44][CH:45]=1.[H-].[Na+].[Br-].C(O[C@@H]1[C@@H](OC(=O)C)[C@H](OC(=O)C)[C@@H](COC(=O)C)O[C@@H]1O)(=O)C.